Dataset: Reaction yield outcomes from USPTO patents with 853,638 reactions. Task: Predict the reaction yield, written as a fraction of the theoretical maximum amount of product (1.0 means a 100% yield; for example, 0.34 means a 34% yield). (1) The reactants are [CH2:1]([O:3][C:4]([N:6]1[CH:14]2[CH:9]([C:10](O)([C:15]#[C:16][C:17]3[CH:22]=[CH:21][CH:20]=[CH:19][CH:18]=3)[CH2:11][CH2:12][CH2:13]2)[CH2:8][CH2:7]1)=[O:5])[CH3:2].C(N(CC)CC)C.P(Cl)(Cl)(Cl)=O.[OH-].[Na+].C(O)(=O)CC(CC(O)=O)(C(O)=O)O. No catalyst specified. The product is [CH2:1]([O:3][C:4]([N:6]1[CH:14]2[C:9](=[C:10]([C:15]#[C:16][C:17]3[CH:22]=[CH:21][CH:20]=[CH:19][CH:18]=3)[CH2:11][CH2:12][CH2:13]2)[CH2:8][CH2:7]1)=[O:5])[CH3:2]. The yield is 0.0100. (2) The reactants are CON(C)[C:4]([C@@H:6]1[CH2:10][CH2:9][CH2:8][C@H:7]1[C:11]1[C:19]2[C:14](=[CH:15][CH:16]=[C:17]([C:20]#[N:21])[CH:18]=2)[NH:13][CH:12]=1)=[O:5].[H-].[Al+3].[Li+].[H-].[H-].[H-]. The catalyst is C1COCC1. The yield is 0.680. The product is [CH:4]([C@@H:6]1[CH2:10][CH2:9][CH2:8][C@H:7]1[C:11]1[C:19]2[C:14](=[CH:15][CH:16]=[C:17]([C:20]#[N:21])[CH:18]=2)[NH:13][CH:12]=1)=[O:5]. (3) The reactants are CCOC(/N=N/C(OCC)=O)=O.[OH:13][C:14]1[CH:21]=[CH:20][C:17]([CH:18]=[O:19])=[CH:16][CH:15]=1.[CH:22]1(O)[CH2:27][CH2:26][CH2:25][CH2:24][CH2:23]1.C1(P(C2C=CC=CC=2)C2C=CC=CC=2)C=CC=CC=1. The catalyst is O1CCCC1. The product is [CH:22]1([O:13][C:14]2[CH:21]=[CH:20][C:17]([CH:18]=[O:19])=[CH:16][CH:15]=2)[CH2:27][CH2:26][CH2:25][CH2:24][CH2:23]1. The yield is 0.340. (4) The reactants are [Cl:1][C:2]1[CH:3]=[C:4]([CH:8]=[N:9][C:10]([O:12][Si](C)(C)C)=[CH2:11])[CH:5]=[CH:6][CH:7]=1.C1(C)C=CC=CC=1.[Cl:24][C:25]1[CH:33]=[C:32]2[C:28](/[C:29](=[CH:35]/[CH2:36][C:37]([CH3:40])([CH3:39])[CH3:38])/[C:30](=[O:34])[NH:31]2)=[CH:27][CH:26]=1. The catalyst is CO. The product is [Cl:24][C:25]1[CH:33]=[C:32]2[NH:31][C:30](=[O:34])[C:29]3([CH:35]([CH2:36][C:37]([CH3:39])([CH3:38])[CH3:40])[CH2:12][C:10](=[O:11])[NH:9][CH:8]3[C:4]3[CH:5]=[CH:6][CH:7]=[C:2]([Cl:1])[CH:3]=3)[C:28]2=[CH:27][CH:26]=1. The yield is 0.350.